Dataset: Forward reaction prediction with 1.9M reactions from USPTO patents (1976-2016). Task: Predict the product of the given reaction. (1) Given the reactants [CH2:1]([N:8]([CH:23]([CH3:25])[CH3:24])[CH2:9][CH2:10][C:11]([C:13]1[CH:22]=[CH:21][C:20]2[C:15](=[CH:16][CH:17]=[CH:18][CH:19]=2)[CH:14]=1)=[O:12])[C:2]1[CH:7]=[CH:6][CH:5]=[CH:4][CH:3]=1.[BH4-].[Na+], predict the reaction product. The product is: [CH2:1]([N:8]([CH:23]([CH3:25])[CH3:24])[CH2:9][CH2:10][CH:11]([C:13]1[CH:22]=[CH:21][C:20]2[C:15](=[CH:16][CH:17]=[CH:18][CH:19]=2)[CH:14]=1)[OH:12])[C:2]1[CH:3]=[CH:4][CH:5]=[CH:6][CH:7]=1. (2) The product is: [F:3][C:4]1[CH:9]=[C:8]([F:10])[CH:7]=[CH:6][C:5]=1[C:11]1[C:20]2[C:15](=[CH:16][C:17]([O:21][CH2:30][CH2:31][O:32][CH3:33])=[CH:18][CH:19]=2)[CH:14]=[C:13]([NH:22][C:23]2[CH:27]=[C:26]([CH3:28])[NH:25][N:24]=2)[N:12]=1. Given the reactants [H-].[Na+].[F:3][C:4]1[CH:9]=[C:8]([F:10])[CH:7]=[CH:6][C:5]=1[C:11]1[C:20]2[C:15](=[CH:16][C:17]([OH:21])=[CH:18][CH:19]=2)[CH:14]=[C:13]([NH:22][C:23]2[CH:27]=[C:26]([CH3:28])[NH:25][N:24]=2)[N:12]=1.Br[CH2:30][CH2:31][O:32][CH3:33], predict the reaction product. (3) Given the reactants Br[C:2]1[C:3]([OH:10])=[C:4]([CH:7]=[CH:8][CH:9]=1)[CH:5]=[O:6].[CH3:11][C:12]1[CH:17]=[CH:16][CH:15]=[C:14]([CH3:18])[C:13]=1B(O)O.P([O-])([O-])([O-])=O.[K+].[K+].[K+].C(OCC)(=O)C, predict the reaction product. The product is: [OH:10][C:3]1[C:4]([CH:5]=[O:6])=[CH:7][CH:8]=[CH:9][C:2]=1[C:13]1[C:14]([CH3:18])=[CH:15][CH:16]=[CH:17][C:12]=1[CH3:11].